This data is from NCI-60 drug combinations with 297,098 pairs across 59 cell lines. The task is: Regression. Given two drug SMILES strings and cell line genomic features, predict the synergy score measuring deviation from expected non-interaction effect. (1) Drug 1: C1C(C(OC1N2C=NC3=C(N=C(N=C32)Cl)N)CO)O. Drug 2: C1CN(CCN1C(=O)CCBr)C(=O)CCBr. Cell line: SF-268. Synergy scores: CSS=15.1, Synergy_ZIP=-8.20, Synergy_Bliss=-2.65, Synergy_Loewe=-1.88, Synergy_HSA=-0.607. (2) Drug 1: CN(C)C1=NC(=NC(=N1)N(C)C)N(C)C. Drug 2: C1=CC=C(C=C1)NC(=O)CCCCCCC(=O)NO. Cell line: OVCAR-4. Synergy scores: CSS=1.74, Synergy_ZIP=-0.736, Synergy_Bliss=-2.08, Synergy_Loewe=-60.4, Synergy_HSA=-5.33. (3) Drug 1: CCC1(CC2CC(C3=C(CCN(C2)C1)C4=CC=CC=C4N3)(C5=C(C=C6C(=C5)C78CCN9C7C(C=CC9)(C(C(C8N6C=O)(C(=O)OC)O)OC(=O)C)CC)OC)C(=O)OC)O.OS(=O)(=O)O. Drug 2: CCN(CC)CCCC(C)NC1=C2C=C(C=CC2=NC3=C1C=CC(=C3)Cl)OC. Synergy scores: CSS=9.68, Synergy_ZIP=-1.24, Synergy_Bliss=0.941, Synergy_Loewe=1.29, Synergy_HSA=-0.0744. Cell line: OVCAR-4. (4) Drug 1: C1=C(C(=O)NC(=O)N1)F. Drug 2: CS(=O)(=O)CCNCC1=CC=C(O1)C2=CC3=C(C=C2)N=CN=C3NC4=CC(=C(C=C4)OCC5=CC(=CC=C5)F)Cl. Cell line: COLO 205. Synergy scores: CSS=56.6, Synergy_ZIP=-2.77, Synergy_Bliss=-8.68, Synergy_Loewe=-10.9, Synergy_HSA=-10.2. (5) Drug 1: CN(C)N=NC1=C(NC=N1)C(=O)N. Drug 2: C1C(C(OC1N2C=NC3=C(N=C(N=C32)Cl)N)CO)O. Cell line: NCI-H522. Synergy scores: CSS=3.30, Synergy_ZIP=-3.20, Synergy_Bliss=-5.62, Synergy_Loewe=-7.92, Synergy_HSA=-4.99. (6) Drug 1: CN1C2=C(C=C(C=C2)N(CCCl)CCCl)N=C1CCCC(=O)O.Cl. Drug 2: COCCOC1=C(C=C2C(=C1)C(=NC=N2)NC3=CC=CC(=C3)C#C)OCCOC.Cl. Cell line: HOP-92. Synergy scores: CSS=13.0, Synergy_ZIP=1.44, Synergy_Bliss=2.60, Synergy_Loewe=1.98, Synergy_HSA=4.00. (7) Drug 1: C1C(C(OC1N2C=NC3=C(N=C(N=C32)Cl)N)CO)O. Drug 2: C1=NNC2=C1C(=O)NC=N2. Cell line: NCI-H522. Synergy scores: CSS=20.5, Synergy_ZIP=-4.96, Synergy_Bliss=1.04, Synergy_Loewe=-10.2, Synergy_HSA=-1.98.